Dataset: Catalyst prediction with 721,799 reactions and 888 catalyst types from USPTO. Task: Predict which catalyst facilitates the given reaction. (1) Reactant: [NH2:1][C:2]1[N:10]=[CH:9][CH:8]=[CH:7][C:3]=1[C:4]([OH:6])=[O:5].[C:11]([O-])([O-])=O.[K+].[K+].CI. Product: [NH2:1][C:2]1[N:10]=[CH:9][CH:8]=[CH:7][C:3]=1[C:4]([O:6][CH3:11])=[O:5]. The catalyst class is: 3. (2) Reactant: [Br:1][C:2]1[O:6][C:5]([C:7]([OH:9])=O)=[CH:4][CH:3]=1.[CH2:10]([O:12][C:13](=[O:22])[CH2:14][C:15]1[CH:20]=[CH:19][CH:18]=[C:17]([NH2:21])[CH:16]=1)[CH3:11].C(NC(C)C)(C)C.F[P-](F)(F)(F)(F)F.N1(OC(N(C)C)=[N+](C)C)C2N=CC=CC=2N=N1. Product: [CH2:10]([O:12][C:13](=[O:22])[CH2:14][C:15]1[CH:20]=[CH:19][CH:18]=[C:17]([NH:21][C:7]([C:5]2[O:6][C:2]([Br:1])=[CH:3][CH:4]=2)=[O:9])[CH:16]=1)[CH3:11]. The catalyst class is: 3. (3) Reactant: [I:1][C:2]1[C:10]2[C:5](=[N:6][CH:7]=[N:8][C:9]=2[NH2:11])[NH:4][N:3]=1.C(=O)([O-])[O-].[Cs+].[Cs+].[I-].[K+].[Cl:20][C:21]1[C:22]([CH3:44])=[C:23]([C:33]2[CH:34]=[CH:35][C:36]([C:39]([N:41]([CH3:43])[CH3:42])=[O:40])=[N:37][CH:38]=2)[C:24]([O:30][CH2:31][CH3:32])=[C:25]([CH:27](Cl)[CH3:28])[CH:26]=1. Product: [NH2:11][C:9]1[N:8]=[CH:7][N:6]=[C:5]2[N:4]([CH:27]([C:25]3[C:24]([O:30][CH2:31][CH3:32])=[C:23]([C:33]4[CH:34]=[CH:35][C:36]([C:39]([N:41]([CH3:42])[CH3:43])=[O:40])=[N:37][CH:38]=4)[C:22]([CH3:44])=[C:21]([Cl:20])[CH:26]=3)[CH3:28])[N:3]=[C:2]([I:1])[C:10]=12. The catalyst class is: 35. (4) Reactant: [F:1][C:2]([F:8])([F:7])[S:3]([O-:6])(=[O:5])=[O:4].[Ca+2].[F:1][C:2]([F:8])([F:7])[S:3]([O-:6])(=[O:5])=[O:4].[Cl:18][C:19]1(Cl)[N:23]([CH3:24])[CH2:22][CH2:21][N:20]1[CH3:25]. Product: [F:1][C:2]([F:8])([F:7])[S:3]([O-:6])(=[O:5])=[O:4].[CH3:25][NH+:20]1[CH2:21][CH2:22][N:23]([CH3:24])[CH:19]1[Cl:18]. The catalyst class is: 10. (5) Reactant: [Cl:1][C:2]1[CH:3]=[C:4]([N+:21]([O-:23])=[O:22])[CH:5]=[C:6]2[C:10]=1[N:9]([CH2:11][C:12]1[CH:13]=[C:14]([CH:18]=[CH:19][CH:20]=1)[C:15]([OH:17])=O)[CH:8]=[CH:7]2.S(Cl)(Cl)=O.O1CCCC1.[C:33]([NH2:37])([CH3:36])([CH3:35])[CH3:34]. Product: [C:33]([NH:37][C:15](=[O:17])[C:14]1[CH:18]=[CH:19][CH:20]=[C:12]([CH2:11][N:9]2[C:10]3[C:6](=[CH:5][C:4]([N+:21]([O-:23])=[O:22])=[CH:3][C:2]=3[Cl:1])[CH:7]=[CH:8]2)[CH:13]=1)([CH3:36])([CH3:35])[CH3:34]. The catalyst class is: 289. (6) Reactant: [Br:1][C:2]1[CH:7]=[CH:6][C:5]([C:8]23[CH2:13][CH:12]2[C:11](=O)[NH:10][C:9]3=O)=[C:4]([F:16])[CH:3]=1.B(F)(F)F.CCOCC.S(C)C. Product: [Br:1][C:2]1[CH:7]=[CH:6][C:5]([C:8]23[CH2:13][CH:12]2[CH2:11][NH:10][CH2:9]3)=[C:4]([F:16])[CH:3]=1. The catalyst class is: 1.